The task is: Predict the reaction yield, written as a fraction of the theoretical maximum amount of product (1.0 means a 100% yield; for example, 0.34 means a 34% yield).. This data is from Reaction yield outcomes from USPTO patents with 853,638 reactions. (1) The reactants are [Br:1][CH2:2][CH2:3][NH:4][CH2:5][CH2:6][Br:7].Cl[C:9]([O:11][CH2:12][CH3:13])=[O:10].[OH-].[Na+].Cl. The catalyst is O. The product is [CH2:12]([O:11][C:9](=[O:10])[N:4]([CH2:5][CH2:6][Br:7])[CH2:3][CH2:2][Br:1])[CH3:13]. The yield is 0.295. (2) The reactants are [CH3:1][N:2]([CH3:20])[CH2:3][CH2:4][CH2:5][O:6][C:7]1[CH:12]=[CH:11][C:10]([NH2:13])=[CH:9][C:8]=1[C:14]1[N:15]([CH3:19])[N:16]=[CH:17][CH:18]=1.[F:21][C:22]([F:33])([F:32])[C:23]1[CH:28]=[CH:27][C:26]([N:29]=[C:30]=[O:31])=[CH:25][CH:24]=1. The catalyst is C(Cl)Cl. The product is [CH3:20][N:2]([CH3:1])[CH2:3][CH2:4][CH2:5][O:6][C:7]1[CH:12]=[CH:11][C:10]([NH:13][C:30]([NH:29][C:26]2[CH:25]=[CH:24][C:23]([C:22]([F:21])([F:32])[F:33])=[CH:28][CH:27]=2)=[O:31])=[CH:9][C:8]=1[C:14]1[N:15]([CH3:19])[N:16]=[CH:17][CH:18]=1. The yield is 0.330. (3) The reactants are Br[CH2:2][C:3]1[CH:8]=[CH:7][C:6]([N+:9]([O-:11])=[O:10])=[CH:5][CH:4]=1.C(=O)([O-])[O-].[K+].[K+].[NH:18]1[CH2:23][CH2:22][O:21][CH2:20][CH2:19]1. The catalyst is C1COCC1. The product is [N+:9]([C:6]1[CH:7]=[CH:8][C:3]([CH2:2][N:18]2[CH2:23][CH2:22][O:21][CH2:20][CH2:19]2)=[CH:4][CH:5]=1)([O-:11])=[O:10]. The yield is 0.810. (4) The reactants are [Br:1][C:2]1[CH:7]=[N:6][C:5](I)=[CH:4][N:3]=1.[C:9]1([C:15]#[CH:16])[CH:14]=[CH:13][CH:12]=[CH:11][CH:10]=1.C(N(CC)CC)C.C1(P(C2C=CC=CC=2)C2C=CC=CC=2)C=CC=CC=1. The catalyst is C1COCC1.C(OCC)(=O)C.C1C=CC(P(C2C=CC=CC=2)C2C=CC=CC=2)=CC=1.C1C=CC(P(C2C=CC=CC=2)C2C=CC=CC=2)=CC=1.Cl[Pd]Cl.[Cu]I. The product is [Br:1][C:2]1[CH:7]=[N:6][C:5]([C:16]#[C:15][C:9]2[CH:14]=[CH:13][CH:12]=[CH:11][CH:10]=2)=[CH:4][N:3]=1. The yield is 0.230. (5) The reactants are [Li+].CC([N-]C(C)C)C.[C:9]([O:14][CH2:15][CH3:16])(=[O:13])[CH:10]([CH3:12])[CH3:11].Br[CH2:18][CH2:19][CH2:20][CH2:21][CH2:22][CH2:23][Br:24].[NH4+].[Cl-]. The catalyst is C1COCC1.CN1C(=O)N(C)CCC1. The product is [Br:24][CH2:23][CH2:22][CH2:21][CH2:20][CH2:19][CH2:18][C:10]([CH3:12])([CH3:11])[C:9]([O:14][CH2:15][CH3:16])=[O:13]. The yield is 0.520. (6) The reactants are NC1C2=C(C3C=CC(NC(NC4C=C(C(F)(F)F)C=CC=4F)=O)=C(F)C=3)C=C(CCCBr)N2N=CN=1.O1CCCNCC1.[NH2:44][C:45]1[C:50]2=[C:51]([C:65]3[CH:70]=[CH:69][C:68]([NH:71][C:72]([NH:74][C:75]4[CH:80]=[C:79]([C:81]([F:84])([F:83])[F:82])[CH:78]=[CH:77][C:76]=4[F:85])=[O:73])=[C:67]([F:86])[CH:66]=3)[CH:52]=[C:53]([CH2:54][CH2:55][CH2:56][N:57]3[CH2:61][CH2:60]C[C@H:58]3[CH2:62][O:63][CH3:64])[N:49]2[N:48]=[CH:47][N:46]=1. No catalyst specified. The product is [NH2:44][C:45]1[C:50]2=[C:51]([C:65]3[CH:70]=[CH:69][C:68]([NH:71][C:72]([NH:74][C:75]4[CH:80]=[C:79]([C:81]([F:83])([F:82])[F:84])[CH:78]=[CH:77][C:76]=4[F:85])=[O:73])=[C:67]([F:86])[CH:66]=3)[CH:52]=[C:53]([CH2:54][CH2:55][CH2:56][N:57]3[CH2:61][CH2:60][CH2:64][O:63][CH2:62][CH2:58]3)[N:49]2[N:48]=[CH:47][N:46]=1. The yield is 0.220.